The task is: Regression. Given two drug SMILES strings and cell line genomic features, predict the synergy score measuring deviation from expected non-interaction effect.. This data is from NCI-60 drug combinations with 297,098 pairs across 59 cell lines. (1) Drug 1: C1CCC(C(C1)N)N.C(=O)(C(=O)[O-])[O-].[Pt+4]. Drug 2: CC(C)CN1C=NC2=C1C3=CC=CC=C3N=C2N. Cell line: PC-3. Synergy scores: CSS=10.2, Synergy_ZIP=-7.11, Synergy_Bliss=-6.00, Synergy_Loewe=-15.2, Synergy_HSA=-3.52. (2) Cell line: MOLT-4. Drug 1: CC1=C2C(C(=O)C3(C(CC4C(C3C(C(C2(C)C)(CC1OC(=O)C(C(C5=CC=CC=C5)NC(=O)OC(C)(C)C)O)O)OC(=O)C6=CC=CC=C6)(CO4)OC(=O)C)OC)C)OC. Drug 2: CN(CCCl)CCCl.Cl. Synergy scores: CSS=67.6, Synergy_ZIP=-0.494, Synergy_Bliss=-1.80, Synergy_Loewe=-7.26, Synergy_HSA=-0.951. (3) Drug 1: CC1=C2C(C(=O)C3(C(CC4C(C3C(C(C2(C)C)(CC1OC(=O)C(C(C5=CC=CC=C5)NC(=O)C6=CC=CC=C6)O)O)OC(=O)C7=CC=CC=C7)(CO4)OC(=O)C)O)C)OC(=O)C. Drug 2: COCCOC1=C(C=C2C(=C1)C(=NC=N2)NC3=CC=CC(=C3)C#C)OCCOC. Cell line: T-47D. Synergy scores: CSS=42.7, Synergy_ZIP=-2.99, Synergy_Bliss=-4.90, Synergy_Loewe=0.124, Synergy_HSA=2.08. (4) Drug 1: CN(CCCl)CCCl.Cl. Drug 2: CC1=C(C(=O)C2=C(C1=O)N3CC4C(C3(C2COC(=O)N)OC)N4)N. Cell line: EKVX. Synergy scores: CSS=14.9, Synergy_ZIP=-6.93, Synergy_Bliss=-4.92, Synergy_Loewe=-2.33, Synergy_HSA=-1.60.